Dataset: Full USPTO retrosynthesis dataset with 1.9M reactions from patents (1976-2016). Task: Predict the reactants needed to synthesize the given product. Given the product [C:22]([O:24][CH2:25][CH:26]=[CH2:27])(=[O:23])[C:21]1[C:20](=[CH:32][CH:31]=[CH:30][CH:29]=1)[C:19]([O:34][CH2:35][CH:36]=[CH2:37])=[O:33], predict the reactants needed to synthesize it. The reactants are: S(OOS([O-])(=O)=O)([O-])(=O)=O.[NH4+].[NH4+].C(OC=C)(=O)C.[C:19]([O:34][CH2:35][CH2:36][CH2:37]C)(=[O:33])[C:20]1[C:21](=[CH:29][CH:30]=[CH:31][CH:32]=1)[C:22]([O:24][CH2:25][CH2:26][CH2:27]C)=[O:23].